Dataset: Reaction yield outcomes from USPTO patents with 853,638 reactions. Task: Predict the reaction yield, written as a fraction of the theoretical maximum amount of product (1.0 means a 100% yield; for example, 0.34 means a 34% yield). (1) The reactants are Cl.Cl.[NH2:3][CH2:4][C@@:5]1([OH:13])[CH:10]2[CH2:11][CH2:12][N:7]([CH2:8][CH2:9]2)[CH2:6]1.C(=O)([O-])[O-].[Cs+].[Cs+].[N:20]([C:23]1[CH:28]=[C:27]([CH2:29][O:30][CH3:31])[N:26]=[CH:25][N:24]=1)=[C:21]=S.C(N=C=NC(C)C)(C)C. The product is [CH3:31][O:30][CH2:29][C:27]1[N:26]=[CH:25][N:24]=[C:23]([NH:20][C:21]2[O:13][C@:5]3([CH2:4][N:3]=2)[CH:10]2[CH2:9][CH2:8][N:7]([CH2:12][CH2:11]2)[CH2:6]3)[CH:28]=1. The catalyst is CN(C)C=O. The yield is 0.340. (2) The reactants are [NH2:1][CH2:2][C:3]1[N:12]([C:13]2[CH:18]=[CH:17][CH:16]=[C:15]([O:19][CH2:20][C:21]([F:24])([F:23])[F:22])[CH:14]=2)[C:11](=[O:25])[C:10]2[C:5](=[CH:6][CH:7]=[CH:8][C:9]=2[F:26])[N:4]=1.Cl[C:28]1[C:29]2[CH:36]=[CH:35][NH:34][C:30]=2[N:31]=[CH:32][N:33]=1.C(N(C(C)C)CC)(C)C. The catalyst is CC(O)(C)C. The product is [N:31]1[C:30]2[NH:34][CH:35]=[CH:36][C:29]=2[C:28]([NH:1][CH2:2][C:3]2[N:12]([C:13]3[CH:18]=[CH:17][CH:16]=[C:15]([O:19][CH2:20][C:21]([F:22])([F:23])[F:24])[CH:14]=3)[C:11](=[O:25])[C:10]3[C:5](=[CH:6][CH:7]=[CH:8][C:9]=3[F:26])[N:4]=2)=[N:33][CH:32]=1. The yield is 0.210.